The task is: Predict which catalyst facilitates the given reaction.. This data is from Catalyst prediction with 721,799 reactions and 888 catalyst types from USPTO. (1) Reactant: [F:1][C:2]([F:7])([F:6])[C:3]([OH:5])=[O:4].[CH2:8]([O:12][C:13]1([C:24]2[CH:29]=[CH:28][CH:27]=[CH:26][C:25]=2[F:30])[CH2:16][N:15](C(OC(C)(C)C)=O)[CH2:14]1)[CH2:9][CH2:10][CH3:11]. Product: [F:1][C:2]([F:7])([F:6])[C:3]([OH:5])=[O:4].[CH2:8]([O:12][C:13]1([C:24]2[CH:29]=[CH:28][CH:27]=[CH:26][C:25]=2[F:30])[CH2:14][NH:15][CH2:16]1)[CH2:9][CH2:10][CH3:11]. The catalyst class is: 4. (2) Reactant: [H-].[Na+].[CH2:3]([O:5][C:6]([CH2:8]P(=O)(OCC)OCC)=[O:7])[CH3:4].[Cl:17][C:18]1[CH:19]=[C:20]([CH:23]=[CH:24][CH:25]=1)[CH:21]=O. Product: [CH2:3]([O:5][C:6](=[O:7])/[CH:8]=[CH:21]/[C:20]1[CH:23]=[CH:24][CH:25]=[C:18]([Cl:17])[CH:19]=1)[CH3:4]. The catalyst class is: 7. (3) Reactant: [C:1]([O:9][C@H:10]1[O:24][C@H:23]([CH2:25][O:26][C:27](=[O:34])[C:28]2[CH:33]=[CH:32][CH:31]=[CH:30][CH:29]=2)[C@@H:13]([O:14][C:15](=[O:22])[C:16]2[CH:21]=[CH:20][CH:19]=[CH:18][CH:17]=2)[C@H:11]1O)(=[O:8])[C:2]1[CH:7]=[CH:6][CH:5]=[CH:4][CH:3]=1.C(N(C(F)([F:48])C1C=CC=C(C)C=1)CC)C. Product: [C:1]([O:9][C@H:10]1[O:24][C@H:23]([CH2:25][O:26][C:27](=[O:34])[C:28]2[CH:33]=[CH:32][CH:31]=[CH:30][CH:29]=2)[C@@H:13]([O:14][C:15](=[O:22])[C:16]2[CH:21]=[CH:20][CH:19]=[CH:18][CH:17]=2)[C@H:11]1[F:48])(=[O:8])[C:2]1[CH:7]=[CH:6][CH:5]=[CH:4][CH:3]=1. The catalyst class is: 10. (4) Reactant: C[O:2][C:3]([C:5]1[C:13]2[N:12]=[C:11]([C:14](=[O:25])[NH:15][CH:16]3[CH2:21][CH2:20][N:19]([CH:22]([CH3:24])[CH3:23])[CH2:18][CH2:17]3)[N:10]([CH2:26][C:27]3[CH:32]=[CH:31][CH:30]=[C:29]([O:33][CH3:34])[CH:28]=3)[C:9]=2[CH:8]=[CH:7][CH:6]=1)=[O:4].C[O:36][C:37]([C:39]1[C:47]2[N:46]([CH2:48][C:49]3[CH:54]=[CH:53][CH:52]=[C:51]([O:55][CH3:56])[CH:50]=3)[C:45]([C:57](=[O:68])[NH:58][CH:59]3[CH2:64][CH2:63][N:62]([CH:65]([CH3:67])[CH3:66])[CH2:61][CH2:60]3)=[N:44][C:43]=2[CH:42]=[CH:41][CH:40]=1)=[O:38].[Li+].[OH-].Cl. Product: [CH:22]([N:19]1[CH2:18][CH2:17][CH:16]([NH:15][C:14]([C:11]2[N:10]([CH2:26][C:27]3[CH:32]=[CH:31][CH:30]=[C:29]([O:33][CH3:34])[CH:28]=3)[C:9]3[CH:8]=[CH:7][CH:6]=[C:5]([C:3]([OH:4])=[O:2])[C:13]=3[N:12]=2)=[O:25])[CH2:21][CH2:20]1)([CH3:24])[CH3:23].[CH:65]([N:62]1[CH2:63][CH2:64][CH:59]([NH:58][C:57]([C:45]2[N:46]([CH2:48][C:49]3[CH:54]=[CH:53][CH:52]=[C:51]([O:55][CH3:56])[CH:50]=3)[C:47]3[C:39]([C:37]([OH:38])=[O:36])=[CH:40][CH:41]=[CH:42][C:43]=3[N:44]=2)=[O:68])[CH2:60][CH2:61]1)([CH3:67])[CH3:66]. The catalyst class is: 5. (5) Reactant: [CH2:1]([O:3][C:4](=[O:62])[CH2:5][N:6]([C:8](=[O:61])[C@@H:9]([NH:25][C:26](=[O:60])[C@@H:27]([NH:52]C(OC(C)(C)C)=O)[CH2:28][CH2:29][CH2:30][NH:31]/[C:32](/[NH2:51])=[N:33]\[S:34]([C:37]1[C:38]([CH3:50])=[C:39]([CH3:49])[C:40]2[O:44][C:43]([CH3:46])([CH3:45])[CH2:42][C:41]=2[C:47]=1[CH3:48])(=[O:36])=[O:35])[CH2:10][N:11]([CH3:24])[S:12]([C:15]1[CH:20]=[CH:19][CH:18]=[CH:17][C:16]=1[N+:21]([O-:23])=[O:22])(=[O:14])=[O:13])[CH3:7])[CH3:2].Cl. Product: [CH2:1]([O:3][C:4](=[O:62])[CH2:5][N:6]([C:8](=[O:61])[C@@H:9]([NH:25][C:26](=[O:60])[C@@H:27]([NH2:52])[CH2:28][CH2:29][CH2:30][NH:31]/[C:32](/[NH2:51])=[N:33]\[S:34]([C:37]1[C:38]([CH3:50])=[C:39]([CH3:49])[C:40]2[O:44][C:43]([CH3:45])([CH3:46])[CH2:42][C:41]=2[C:47]=1[CH3:48])(=[O:35])=[O:36])[CH2:10][N:11]([CH3:24])[S:12]([C:15]1[CH:20]=[CH:19][CH:18]=[CH:17][C:16]=1[N+:21]([O-:23])=[O:22])(=[O:14])=[O:13])[CH3:7])[CH3:2]. The catalyst class is: 135. (6) Reactant: [C:1]1([CH3:7])[CH:6]=[CH:5][CH:4]=[CH:3][CH:2]=1.C([C@@H](N=C=O)C1C=CC(O[C:19]([F:22])([F:21])[F:20])=CC=1)C=C.CCN([CH:32]([CH3:34])[CH3:33])C(C)C.C(O)(=O)CC(CC(O)=O)(C(O)=O)O.C(OC(C1C=CC([O:62][C@H:63]2C(CC)(CC)C(=O)[NH:64]2)=CC=1)=O)C1C=CC=CC=1. Product: [CH2:34]([C@@H:7]([N:64]=[C:63]=[O:62])[C:1]1[CH:6]=[CH:5][C:4]([C:19]([F:22])([F:21])[F:20])=[CH:3][CH:2]=1)[CH:32]=[CH2:33]. The catalyst class is: 808. (7) Reactant: [C:1]([N:4]1[CH2:9][CH2:8][CH:7]([N:10]2[C:19]3[C:14](=[CH:15][C:16]([OH:20])=[CH:17][CH:18]=3)[C:13](=[O:21])[N:12]([CH2:22][C:23]3[CH:28]=[CH:27][C:26]([O:29][CH3:30])=[C:25]([O:31][CH3:32])[CH:24]=3)[C:11]2=[O:33])[CH2:6][CH2:5]1)(=[O:3])[CH3:2].C([O-])([O-])=O.[Cs+].[Cs+].Br[CH2:41][C:42]#[N:43]. Product: [C:1]([N:4]1[CH2:5][CH2:6][CH:7]([N:10]2[C:19]3[C:14](=[CH:15][C:16]([O:20][CH2:41][C:42]#[N:43])=[CH:17][CH:18]=3)[C:13](=[O:21])[N:12]([CH2:22][C:23]3[CH:28]=[CH:27][C:26]([O:29][CH3:30])=[C:25]([O:31][CH3:32])[CH:24]=3)[C:11]2=[O:33])[CH2:8][CH2:9]1)(=[O:3])[CH3:2]. The catalyst class is: 3. (8) Reactant: [O:1]=[C:2]1[NH:6][C:5](=[O:7])[C:4](=[CH:8][C:9]2[O:13][C:12]([C:14]3[CH:15]=[C:16]([CH:20]=[CH:21][CH:22]=3)[C:17]([OH:19])=O)=[CH:11][CH:10]=2)[S:3]1.CN(C(ON1N=NC2C=CC=CC1=2)=[N+](C)C)C.F[P-](F)(F)(F)(F)F.CCN(C(C)C)C(C)C.[CH3:56][N:57]1[CH2:63][CH2:62][CH2:61][NH:60][CH2:59][CH2:58]1. Product: [CH3:56][N:57]1[CH2:63][CH2:62][CH2:61][N:60]([C:17]([C:16]2[CH:15]=[C:14]([C:12]3[O:13][C:9]([CH:8]=[C:4]4[S:3][C:2](=[O:1])[NH:6][C:5]4=[O:7])=[CH:10][CH:11]=3)[CH:22]=[CH:21][CH:20]=2)=[O:19])[CH2:59][CH2:58]1. The catalyst class is: 37.